From a dataset of NCI-60 drug combinations with 297,098 pairs across 59 cell lines. Regression. Given two drug SMILES strings and cell line genomic features, predict the synergy score measuring deviation from expected non-interaction effect. (1) Drug 1: COC1=CC(=CC(=C1O)OC)C2C3C(COC3=O)C(C4=CC5=C(C=C24)OCO5)OC6C(C(C7C(O6)COC(O7)C8=CC=CS8)O)O. Drug 2: CC(C)NC(=O)C1=CC=C(C=C1)CNNC.Cl. Cell line: SK-MEL-2. Synergy scores: CSS=49.2, Synergy_ZIP=4.64, Synergy_Bliss=7.30, Synergy_Loewe=-47.0, Synergy_HSA=4.30. (2) Drug 1: CC1=C2C(C(=O)C3(C(CC4C(C3C(C(C2(C)C)(CC1OC(=O)C(C(C5=CC=CC=C5)NC(=O)C6=CC=CC=C6)O)O)OC(=O)C7=CC=CC=C7)(CO4)OC(=O)C)O)C)OC(=O)C. Drug 2: C1=NC(=NC(=O)N1C2C(C(C(O2)CO)O)O)N. Cell line: NCI/ADR-RES. Synergy scores: CSS=3.30, Synergy_ZIP=-2.64, Synergy_Bliss=-4.57, Synergy_Loewe=-6.46, Synergy_HSA=-4.80. (3) Drug 1: C1=CN(C(=O)N=C1N)C2C(C(C(O2)CO)O)O.Cl. Drug 2: CC(C)(C#N)C1=CC(=CC(=C1)CN2C=NC=N2)C(C)(C)C#N. Cell line: NCI-H460. Synergy scores: CSS=26.1, Synergy_ZIP=-0.418, Synergy_Bliss=1.57, Synergy_Loewe=-9.34, Synergy_HSA=0.212. (4) Drug 1: C1=CN(C(=O)N=C1N)C2C(C(C(O2)CO)O)O.Cl. Drug 2: CC1=C(C(CCC1)(C)C)C=CC(=CC=CC(=CC(=O)O)C)C. Cell line: U251. Synergy scores: CSS=31.6, Synergy_ZIP=-1.73, Synergy_Bliss=-1.85, Synergy_Loewe=-36.5, Synergy_HSA=-4.79. (5) Drug 1: CC12CCC(CC1=CCC3C2CCC4(C3CC=C4C5=CN=CC=C5)C)O. Drug 2: CCN(CC)CCNC(=O)C1=C(NC(=C1C)C=C2C3=C(C=CC(=C3)F)NC2=O)C. Cell line: TK-10. Synergy scores: CSS=3.34, Synergy_ZIP=0.918, Synergy_Bliss=2.80, Synergy_Loewe=-0.494, Synergy_HSA=-0.0753. (6) Drug 1: CCC(=C(C1=CC=CC=C1)C2=CC=C(C=C2)OCCN(C)C)C3=CC=CC=C3.C(C(=O)O)C(CC(=O)O)(C(=O)O)O. Drug 2: CC(C)(C#N)C1=CC(=CC(=C1)CN2C=NC=N2)C(C)(C)C#N. Cell line: CCRF-CEM. Synergy scores: CSS=0.929, Synergy_ZIP=0.103, Synergy_Bliss=5.85, Synergy_Loewe=1.40, Synergy_HSA=1.31. (7) Drug 1: CC12CCC3C(C1CCC2=O)CC(=C)C4=CC(=O)C=CC34C. Drug 2: CCC1=CC2CC(C3=C(CN(C2)C1)C4=CC=CC=C4N3)(C5=C(C=C6C(=C5)C78CCN9C7C(C=CC9)(C(C(C8N6C)(C(=O)OC)O)OC(=O)C)CC)OC)C(=O)OC.C(C(C(=O)O)O)(C(=O)O)O. Cell line: HCT-15. Synergy scores: CSS=52.5, Synergy_ZIP=-1.99, Synergy_Bliss=-1.22, Synergy_Loewe=-2.90, Synergy_HSA=0.568.